From a dataset of Full USPTO retrosynthesis dataset with 1.9M reactions from patents (1976-2016). Predict the reactants needed to synthesize the given product. Given the product [F:19][C:18]([F:21])([F:20])[C:14]1[CH:13]=[C:12]([NH:11][C:10]2[N:9]=[C:7]([NH2:8])[O:6][N:5]=2)[CH:17]=[CH:16][CH:15]=1, predict the reactants needed to synthesize it. The reactants are: C[O-].[Na+].Cl.[NH2:5][OH:6].[C:7](/[N:9]=[C:10](\SC)/[NH:11][C:12]1[CH:17]=[CH:16][CH:15]=[C:14]([C:18]([F:21])([F:20])[F:19])[CH:13]=1)#[N:8].